Dataset: Catalyst prediction with 721,799 reactions and 888 catalyst types from USPTO. Task: Predict which catalyst facilitates the given reaction. (1) Reactant: [NH2:1][OH:2].[F:3][C:4]([F:22])([F:21])[C:5]1[CH:10]=[CH:9][CH:8]=[CH:7][C:6]=1[NH:11][C:12]1[CH:13]=[CH:14][C:15]([C:18](=O)[CH3:19])=[N:16][CH:17]=1. Product: [F:3][C:4]([F:22])([F:21])[C:5]1[CH:10]=[CH:9][CH:8]=[CH:7][C:6]=1[NH:11][C:12]1[CH:13]=[CH:14][C:15]([C:18](=[N:1][OH:2])[CH3:19])=[N:16][CH:17]=1. The catalyst class is: 8. (2) The catalyst class is: 18. Product: [OH:1][C:2]1[CH:3]=[C:4]([CH:8]=[CH:9][CH:10]=1)[C:5]([NH:17][CH2:20][CH2:21][CH3:22])=[O:7]. Reactant: [OH:1][C:2]1[CH:3]=[C:4]([CH:8]=[CH:9][CH:10]=1)[C:5]([OH:7])=O.O=S(Cl)Cl.CC[N:17]([CH2:20][CH3:21])CC.[CH2:22]1COCC1. (3) Reactant: [C:1]([C:3]1[CH:23]=[C:22]([C:24]2[N:29]=[C:28]([NH:30][C:31]3[CH:36]=[CH:35][C:34]([N:37]4[CH2:42][CH2:41][N:40]([CH:43]5[CH2:46][O:45][CH2:44]5)[CH2:39][CH2:38]4)=[CH:33][CH:32]=3)[N:27]=[CH:26][N:25]=2)[CH:21]=[C:20]([CH3:47])[C:4]=1[O:5][C@H:6]1[CH2:11][CH2:10][N:9](C(OC(C)(C)C)=O)[CH2:8][C@H:7]1[F:19])#[N:2].C(O)(C(F)(F)F)=O. Product: [F:19][C@H:7]1[C@@H:6]([O:5][C:4]2[C:20]([CH3:47])=[CH:21][C:22]([C:24]3[N:29]=[C:28]([NH:30][C:31]4[CH:32]=[CH:33][C:34]([N:37]5[CH2:38][CH2:39][N:40]([CH:43]6[CH2:44][O:45][CH2:46]6)[CH2:41][CH2:42]5)=[CH:35][CH:36]=4)[N:27]=[CH:26][N:25]=3)=[CH:23][C:3]=2[C:1]#[N:2])[CH2:11][CH2:10][NH:9][CH2:8]1. The catalyst class is: 2. (4) Reactant: [F:1][C:2]1[CH:3]=[C:4]([CH2:9][C:10]([OH:12])=O)[CH:5]=[C:6]([F:8])[CH:7]=1.Cl.[C:14]([O:18][C:19](=[O:34])[C@H:20]([CH2:27][C:28]1[CH:33]=[CH:32][CH:31]=[CH:30][CH:29]=1)[NH:21][C:22](=[O:26])[C@H:23]([CH3:25])[NH2:24])([CH3:17])([CH3:16])[CH3:15].C(N[C@H](C(O)=O)C)(OC(C)(C)C)=O.Cl.C(OC(=O)[C@H](CC1C=CC=CC=1)N)(C)(C)C. Product: [C:14]([O:18][C:19](=[O:34])[C@H:20]([CH2:27][C:28]1[CH:29]=[CH:30][CH:31]=[CH:32][CH:33]=1)[NH:21][C:22](=[O:26])[C@H:23]([CH3:25])[NH:24][C:10](=[O:12])[CH2:9][C:4]1[CH:5]=[C:6]([F:8])[CH:7]=[C:2]([F:1])[CH:3]=1)([CH3:15])([CH3:16])[CH3:17]. The catalyst class is: 254. (5) Reactant: [CH3:1][CH2:2][CH2:3][CH:4]1[O:24][C@:23]2([C:25]([CH2:27][OH:28])=[O:26])[C@@H:6]([CH2:7][C@@H:8]3[C@:22]2([CH3:29])[CH2:21][C@H:20]([OH:30])[C@H:19]2[C@H:9]3[CH2:10][CH2:11][C:12]3[C@:18]2([CH3:31])[CH:17]=[CH:16][C:14](=[O:15])[CH:13]=3)[O:5]1. Product: [CH2:4]([OH:5])[CH3:3].[CH3:1][CH2:2][CH2:3][CH:4]1[O:24][C@:23]2([C:25]([CH2:27][OH:28])=[O:26])[C@@H:6]([CH2:7][C@@H:8]3[C@:22]2([CH3:29])[CH2:21][C@H:20]([OH:30])[C@H:19]2[C@H:9]3[CH2:10][CH2:11][C:12]3[C@:18]2([CH3:31])[CH:17]=[CH:16][C:14](=[O:15])[CH:13]=3)[O:5]1. The catalyst class is: 40. (6) Reactant: [C:1]([C:9]1[CH:41]=[CH:40][C:12]([CH2:13][N:14]2[CH2:18][CH2:17][C@@H:16]([N:19]([C:33]([O:35][C:36]([CH3:39])([CH3:38])[CH3:37])=[O:34])[C:20]3[N:25]=[CH:24][C:23](/[CH:26]=[CH:27]/[C:28]([O:30]CC)=[O:29])=[CH:22][CH:21]=3)[CH2:15]2)=[CH:11][CH:10]=1)(=[O:8])[C:2]1[CH:7]=[CH:6][CH:5]=[CH:4][CH:3]=1.[OH-].[Na+].O.[ClH:45]. Product: [ClH:45].[ClH:45].[C:1]([C:9]1[CH:10]=[CH:11][C:12]([CH2:13][N:14]2[CH2:18][CH2:17][C@@H:16]([N:19]([C:33]([O:35][C:36]([CH3:37])([CH3:39])[CH3:38])=[O:34])[C:20]3[N:25]=[CH:24][C:23](/[CH:26]=[CH:27]/[C:28]([OH:30])=[O:29])=[CH:22][CH:21]=3)[CH2:15]2)=[CH:40][CH:41]=1)(=[O:8])[C:2]1[CH:3]=[CH:4][CH:5]=[CH:6][CH:7]=1. The catalyst class is: 12.